This data is from Forward reaction prediction with 1.9M reactions from USPTO patents (1976-2016). The task is: Predict the product of the given reaction. (1) Given the reactants [C:1]([CH:3]([CH:7]1[C:11]([Cl:12])=[C:10](Cl)C(=O)O1)[C:4]([NH2:6])=[O:5])#[N:2].[F:15][C:16]1[CH:17]=[C:18]([C@H:23]([NH2:25])[CH3:24])[CH:19]=[C:20]([F:22])[CH:21]=1.C(N(CC)CC)C, predict the reaction product. The product is: [ClH:12].[Cl:12][C:11]1[CH:7]=[C:3]([C:4]([NH2:6])=[O:5])[C:1](=[NH:2])[N:25]([C@@H:23]([C:18]2[CH:19]=[C:20]([F:22])[CH:21]=[C:16]([F:15])[CH:17]=2)[CH3:24])[CH:10]=1. (2) Given the reactants Br[C:2]1[CH:3]=[CH:4][C:5]([O:8][CH2:9][CH3:10])=[N:6][CH:7]=1.C([Li])CCC.[O:16]=[C:17]1[CH2:22][CH2:21][N:20]([C:23]([O:25][C:26]([CH3:29])([CH3:28])[CH3:27])=[O:24])[CH2:19][CH2:18]1.O, predict the reaction product. The product is: [CH2:9]([O:8][C:5]1[N:6]=[CH:7][C:2]([C:17]2([OH:16])[CH2:18][CH2:19][N:20]([C:23]([O:25][C:26]([CH3:28])([CH3:27])[CH3:29])=[O:24])[CH2:21][CH2:22]2)=[CH:3][CH:4]=1)[CH3:10].